Dataset: Experimentally validated miRNA-target interactions with 360,000+ pairs, plus equal number of negative samples. Task: Binary Classification. Given a miRNA mature sequence and a target amino acid sequence, predict their likelihood of interaction. (1) The miRNA is hsa-miR-451b with sequence UAGCAAGAGAACCAUUACCAUU. The protein sequence of the target gene is MDAEAEDKTLRTRSKGTEVPMDSLIQELSVAYDCSMAKKRTAEDQALGVPVNKRKSLLMKPRHYSPKADCQEDRSDRTEDDGPLETHGHSTAEEIMIKPMDESLLSTAQENSSRKEDRYSCYQELMVKSLMHLGKFEKNVSVQTVSENLNDSGIQSLKAESDEADECFLIHSDDGRDKIDDSQPPFCSSDDNESNSESAENGWDSGSNFSEETKPPRVPKYVLTDHKKDLLEVPEIKTEGDKFIPCENRCDSETERKDPQNALAEPLDGNAQPSFPDVEEEDSESLAVMTEEGSDLEKAK.... Result: 1 (interaction). (2) The miRNA is mmu-miR-9768-3p with sequence ACUGCCUUCCUUUGUGUGGCCCAG. The protein sequence of the target gene is MAAPEEQDLTQEQTEKLLQFQDLTGIESMEQCRLALEQHNWNMEAAVQDRLNEQEGVPSVFNPPPARPLQVNTADHRIYSYVVSRPQPRGLLGWGYYLIMLPFRFTYYTILDIFRFALRFIRPDPRSRVTDPVGDIVSFMHSFEEKYGRAHPVFYQGTYSQALNDAKRELRFLLVYLHGDDHQDSDEFCRNALCAPEVISLINSRMLFWACSTNKPEGYRVSQALRENTYPFLAMIMLKDRRMTVVGRLEGLIQPDDLINQLTFIMDANQTYLVSERLEREERNQTQVLRQQQDEAYLAS.... Result: 0 (no interaction).